From a dataset of Full USPTO retrosynthesis dataset with 1.9M reactions from patents (1976-2016). Predict the reactants needed to synthesize the given product. (1) Given the product [Cl:23][C:1]1[C:2]2[C:3](=[CH:5][CH:6]=[CH:7][CH:8]=2)[N:4]=[C:11]([C:15]2[CH:20]=[CH:19][CH:18]=[CH:17][CH:16]=2)[C:12]=1[CH3:13], predict the reactants needed to synthesize it. The reactants are: [C:1](O)(=O)[C:2]1[C:3](=[CH:5][CH:6]=[CH:7][CH:8]=1)[NH2:4].[C:11]([C:15]1[CH:20]=[CH:19][CH:18]=[CH:17][CH:16]=1)(=O)[CH2:12][CH3:13].P(Cl)(Cl)([Cl:23])=O. (2) Given the product [CH3:1][C:2]1([CH3:33])[O:6][C@@H:5]2[C:7]([CH2:12][O:13][C:14]([C:27]3[CH:32]=[CH:31][CH:30]=[CH:29][CH:28]=3)([C:15]3[CH:16]=[CH:17][CH:18]=[CH:19][CH:20]=3)[C:21]3[CH:22]=[CH:23][CH:24]=[CH:25][CH:26]=3)=[CH:8][C@@H:9]([C@H:10]3[CH2:11][O:36]3)[C@@H:4]2[O:3]1, predict the reactants needed to synthesize it. The reactants are: [CH3:1][C:2]1([CH3:33])[O:6][C@@H:5]2[C:7]([CH2:12][O:13][C:14]([C:27]3[CH:32]=[CH:31][CH:30]=[CH:29][CH:28]=3)([C:21]3[CH:26]=[CH:25][CH:24]=[CH:23][CH:22]=3)[C:15]3[CH:20]=[CH:19][CH:18]=[CH:17][CH:16]=3)=[CH:8][C@@H:9]([CH:10]=[CH2:11])[C@@H:4]2[O:3]1.CC(C)=[O:36]. (3) Given the product [Br:1][C:2]1[C:10]2[CH:9]=[CH:8][C:7](=[O:11])[N:6]([C:12]3[C:17]([F:18])=[CH:16][CH:15]=[CH:14][C:13]=3[F:19])[C:5]=2[S:4][C:3]=1[C:20]([OH:22])=[O:21], predict the reactants needed to synthesize it. The reactants are: [Br:1][C:2]1[C:10]2[CH:9]=[CH:8][C:7](=[O:11])[N:6]([C:12]3[C:17]([F:18])=[CH:16][CH:15]=[CH:14][C:13]=3[F:19])[C:5]=2[S:4][C:3]=1[C:20]([O:22]CC)=[O:21].O.O[Li].O. (4) Given the product [C:13]([O:16][C:17]1[CH:29]=[C:28]([CH2:30][NH:1][C:2]2[CH:7]=[CH:6][C:5]([O:42][C:41](=[O:40])[CH3:43])=[CH:4][C:3]=2[OH:12])[CH:27]=[CH:26][C:18]=1[O:19][CH2:20][C:21]([O:23][CH2:24][CH3:25])=[O:22])(=[O:15])[CH3:14], predict the reactants needed to synthesize it. The reactants are: [NH2:1][C:2]1[CH:7]=[CH:6][C:5](CC([O-])=O)=[CH:4][C:3]=1[OH:12].[C:13]([O:16][C:17]1[CH:29]=[C:28]([CH:30]=O)[CH:27]=[CH:26][C:18]=1[O:19][CH2:20][C:21]([O:23][CH2:24][CH3:25])=[O:22])(=[O:15])[CH3:14].CCN(CC)CC.[BH-]([O:40][C:41]([CH3:43])=[O:42])([O:40][C:41]([CH3:43])=[O:42])[O:40][C:41]([CH3:43])=[O:42].[Na+]. (5) Given the product [CH:2]1([N+:8]([O-:9])=[CH:26][C:25]2[CH:28]=[CH:29][CH:30]=[CH:31][C:24]=2[N:21]2[CH2:22][CH2:23][N:18]([C:15]3[CH:14]=[CH:13][C:12]([C:11]([F:33])([F:10])[F:32])=[CH:17][N:16]=3)[CH2:19][CH2:20]2)[CH2:7][CH2:6][CH2:5][CH2:4][CH2:3]1, predict the reactants needed to synthesize it. The reactants are: Cl.[CH:2]1([NH:8][OH:9])[CH2:7][CH2:6][CH2:5][CH2:4][CH2:3]1.[F:10][C:11]([F:33])([F:32])[C:12]1[CH:13]=[CH:14][C:15]([N:18]2[CH2:23][CH2:22][N:21]([C:24]3[CH:31]=[CH:30][CH:29]=[CH:28][C:25]=3[CH:26]=O)[CH2:20][CH2:19]2)=[N:16][CH:17]=1.